This data is from Peptide-MHC class I binding affinity with 185,985 pairs from IEDB/IMGT. The task is: Regression. Given a peptide amino acid sequence and an MHC pseudo amino acid sequence, predict their binding affinity value. This is MHC class I binding data. (1) The peptide sequence is KPAMSTYSDI. The MHC is HLA-B53:01 with pseudo-sequence HLA-B53:01. The binding affinity (normalized) is 0.160. (2) The peptide sequence is NMDKAVKLY. The MHC is HLA-B39:01 with pseudo-sequence HLA-B39:01. The binding affinity (normalized) is 0.0847. (3) The peptide sequence is ISKKAKGWF. The MHC is HLA-B54:01 with pseudo-sequence HLA-B54:01. The binding affinity (normalized) is 0. (4) The peptide sequence is TSSTCMMCYK. The MHC is HLA-A11:01 with pseudo-sequence HLA-A11:01. The binding affinity (normalized) is 0.985. (5) The peptide sequence is SPRSRNRSF. The MHC is HLA-B15:01 with pseudo-sequence HLA-B15:01. The binding affinity (normalized) is 0.0847. (6) The peptide sequence is SQILPDPLK. The MHC is HLA-A68:01 with pseudo-sequence HLA-A68:01. The binding affinity (normalized) is 0. (7) The peptide sequence is APFARLLNL. The MHC is HLA-A02:16 with pseudo-sequence HLA-A02:16. The binding affinity (normalized) is 0.0847. (8) The peptide sequence is LMRTNFLIK. The MHC is HLA-A02:03 with pseudo-sequence HLA-A02:03. The binding affinity (normalized) is 0.0847. (9) The peptide sequence is QLSLKMLSL. The MHC is HLA-B27:03 with pseudo-sequence HLA-B27:03. The binding affinity (normalized) is 0.0847.